From a dataset of NCI-60 drug combinations with 297,098 pairs across 59 cell lines. Regression. Given two drug SMILES strings and cell line genomic features, predict the synergy score measuring deviation from expected non-interaction effect. (1) Drug 1: C1=CC(=C2C(=C1NCCNCCO)C(=O)C3=C(C=CC(=C3C2=O)O)O)NCCNCCO. Drug 2: C1=C(C(=O)NC(=O)N1)F. Cell line: HOP-92. Synergy scores: CSS=41.0, Synergy_ZIP=-8.67, Synergy_Bliss=-9.64, Synergy_Loewe=-2.49, Synergy_HSA=-0.342. (2) Drug 1: C1=C(C(=O)NC(=O)N1)N(CCCl)CCCl. Drug 2: B(C(CC(C)C)NC(=O)C(CC1=CC=CC=C1)NC(=O)C2=NC=CN=C2)(O)O. Cell line: NCIH23. Synergy scores: CSS=26.5, Synergy_ZIP=-5.11, Synergy_Bliss=-4.79, Synergy_Loewe=-2.87, Synergy_HSA=-2.57. (3) Drug 1: CNC(=O)C1=NC=CC(=C1)OC2=CC=C(C=C2)NC(=O)NC3=CC(=C(C=C3)Cl)C(F)(F)F. Drug 2: CC1=C(C(=O)C2=C(C1=O)N3CC4C(C3(C2COC(=O)N)OC)N4)N. Cell line: HT29. Synergy scores: CSS=38.3, Synergy_ZIP=-0.680, Synergy_Bliss=2.13, Synergy_Loewe=-27.8, Synergy_HSA=4.74. (4) Drug 1: C1=CC(=CC=C1CCC2=CNC3=C2C(=O)NC(=N3)N)C(=O)NC(CCC(=O)O)C(=O)O. Drug 2: CN(C)C1=NC(=NC(=N1)N(C)C)N(C)C. Cell line: MCF7. Synergy scores: CSS=32.9, Synergy_ZIP=0.249, Synergy_Bliss=-0.779, Synergy_Loewe=-13.3, Synergy_HSA=-2.91. (5) Drug 1: CC1CCC2CC(C(=CC=CC=CC(CC(C(=O)C(C(C(=CC(C(=O)CC(OC(=O)C3CCCCN3C(=O)C(=O)C1(O2)O)C(C)CC4CCC(C(C4)OC)OCCO)C)C)O)OC)C)C)C)OC. Drug 2: C1C(C(OC1N2C=NC3=C2NC=NCC3O)CO)O. Cell line: A549. Synergy scores: CSS=3.50, Synergy_ZIP=-2.02, Synergy_Bliss=-0.823, Synergy_Loewe=-2.01, Synergy_HSA=-0.260. (6) Drug 2: C1CC(CCC1OC2=C(C(=CC=C2)Cl)F)(CC3=NC(=CC=C3)NC4=NC=CS4)C(=O)O. Cell line: SK-OV-3. Synergy scores: CSS=20.8, Synergy_ZIP=8.63, Synergy_Bliss=15.0, Synergy_Loewe=-0.467, Synergy_HSA=9.82. Drug 1: C1CNP(=O)(OC1)N(CCCl)CCCl. (7) Drug 1: CC1=CC=C(C=C1)C2=CC(=NN2C3=CC=C(C=C3)S(=O)(=O)N)C(F)(F)F. Drug 2: CCC1(CC2CC(C3=C(CCN(C2)C1)C4=CC=CC=C4N3)(C5=C(C=C6C(=C5)C78CCN9C7C(C=CC9)(C(C(C8N6C=O)(C(=O)OC)O)OC(=O)C)CC)OC)C(=O)OC)O.OS(=O)(=O)O. Cell line: COLO 205. Synergy scores: CSS=27.3, Synergy_ZIP=1.12, Synergy_Bliss=-1.19, Synergy_Loewe=-55.5, Synergy_HSA=-3.34. (8) Drug 1: C1CN1C2=NC(=NC(=N2)N3CC3)N4CC4. Drug 2: C(CCl)NC(=O)N(CCCl)N=O. Cell line: CCRF-CEM. Synergy scores: CSS=68.0, Synergy_ZIP=1.46, Synergy_Bliss=3.25, Synergy_Loewe=-8.96, Synergy_HSA=3.77.